Dataset: Reaction yield outcomes from USPTO patents with 853,638 reactions. Task: Predict the reaction yield, written as a fraction of the theoretical maximum amount of product (1.0 means a 100% yield; for example, 0.34 means a 34% yield). (1) The catalyst is O.C(O)CO. The yield is 0.490. The product is [CH3:1][O:2][C:3]1[CH:9]=[CH:8][C:6]([NH:7][C:11]2[C:12](=[CH:16][CH:17]=[CH:18][CH:19]=2)[C:13]([OH:15])=[O:14])=[CH:5][CH:4]=1. The reactants are [CH3:1][O:2][C:3]1[CH:9]=[CH:8][C:6]([NH2:7])=[CH:5][CH:4]=1.Cl[C:11]1[CH:19]=[CH:18][CH:17]=[CH:16][C:12]=1[C:13]([OH:15])=[O:14].C(=O)([O-])[O-].[Na+].[Na+].C. (2) The reactants are [Cl:1][C:2]1[CH:7]=[CH:6][C:5]([C@@:8]23[O:15][C@@:12]([CH2:16][OH:17])([CH2:13][O:14]2)[C@@H:11]([OH:18])[C@H:10]([OH:19])[C@H:9]3[OH:20])=[CH:4][C:3]=1[CH2:21][C:22]1[CH:27]=[CH:26][C:25]([O:28][CH2:29][CH3:30])=[CH:24][CH:23]=1.[C:31](Cl)(=[O:33])[CH3:32].CO. The catalyst is N1C(C)=CC(C)=CC=1C. The product is [Cl:1][C:2]1[CH:7]=[CH:6][C:5]([C@@:8]23[O:15][C@@:12]([CH2:16][O:17][C:31](=[O:33])[CH3:32])([CH2:13][O:14]2)[C@@H:11]([OH:18])[C@H:10]([OH:19])[C@H:9]3[OH:20])=[CH:4][C:3]=1[CH2:21][C:22]1[CH:23]=[CH:24][C:25]([O:28][CH2:29][CH3:30])=[CH:26][CH:27]=1. The yield is 0.870. (3) The reactants are [ClH:1].O1CCOCC1.[Cl:8][C:9]1[N:14]=[C:13]([C:15]([N:17]2[CH2:22][CH2:21][N:20](C(OC(C)(C)C)=O)[CH2:19][CH:18]2[CH2:30][O:31][C:32]2[CH:33]=[N:34][CH:35]=[CH:36][CH:37]=2)=[O:16])[CH:12]=[CH:11][CH:10]=1. No catalyst specified. The product is [ClH:8].[ClH:1].[Cl:8][C:9]1[N:14]=[C:13]([C:15]([N:17]2[CH2:22][CH2:21][NH:20][CH2:19][CH:18]2[CH2:30][O:31][C:32]2[CH:33]=[N:34][CH:35]=[CH:36][CH:37]=2)=[O:16])[CH:12]=[CH:11][CH:10]=1. The yield is 0.910. (4) The reactants are [C:1]1(=[O:8])[CH2:6][CH2:5][CH2:4][C:3](=[O:7])[CH2:2]1.[CH2:9](O)[C:10]1[CH:15]=[CH:14][CH:13]=[CH:12][CH:11]=1. The catalyst is O.C1(C)C=CC(S(O)(=O)=O)=CC=1.C1(C)C=CC=CC=1. The product is [CH2:9]([O:7][C:3]1[CH2:4][CH2:5][CH2:6][C:1](=[O:8])[CH:2]=1)[C:10]1[CH:15]=[CH:14][CH:13]=[CH:12][CH:11]=1. The yield is 0.680. (5) The reactants are Br[CH:2]([C:4]1[CH:9]=[CH:8][C:7]([N+:10]([O-:12])=[O:11])=[CH:6][CH:5]=1)[CH3:3].C(=O)([O-])[O-].[K+].[K+].[NH:19]1[CH2:24][CH2:23][O:22][CH2:21][CH2:20]1. The catalyst is CN(C=O)C. The product is [N+:10]([C:7]1[CH:8]=[CH:9][C:4]([CH:2]([N:19]2[CH2:24][CH2:23][O:22][CH2:21][CH2:20]2)[CH3:3])=[CH:5][CH:6]=1)([O-:12])=[O:11]. The yield is 0.950. (6) The reactants are [F:1][C:2]1[CH:3]=[C:4]([CH:33]=[CH:34][C:35]=1[F:36])[NH:5][CH2:6][CH2:7][CH2:8][CH2:9][CH2:10][C:11]([NH:13][C:14]1[CH:15]=[C:16]([CH:20]2[CH2:25][CH2:24][N:23](C(OC(C)(C)C)=O)[CH2:22][CH2:21]2)[CH:17]=[CH:18][CH:19]=1)=[O:12].FC(F)(F)C(O)=O. The catalyst is ClCCl. The product is [F:1][C:2]1[CH:3]=[C:4]([CH:33]=[CH:34][C:35]=1[F:36])[NH:5][CH2:6][CH2:7][CH2:8][CH2:9][CH2:10][C:11]([NH:13][C:14]1[CH:19]=[CH:18][CH:17]=[C:16]([CH:20]2[CH2:25][CH2:24][NH:23][CH2:22][CH2:21]2)[CH:15]=1)=[O:12]. The yield is 0.990. (7) The reactants are [F:1][C:2]1[CH:3]=[C:4]([C:8]2([CH2:28][CH2:29][N:30]3[C@H:35]4[CH2:36][CH2:37][C@@H:31]3[CH2:32][CH:33]([N:38]3[C:42]5[CH:43]=[CH:44][CH:45]=[CH:46][C:41]=5[N:40]=[C:39]3[CH3:47])[CH2:34]4)[CH2:13][CH2:12][N:11]([C:14]([C@@H:16]([NH:20]C(=O)OC(C)(C)C)[CH:17]([CH3:19])[CH3:18])=[O:15])[CH2:10][CH2:9]2)[CH:5]=[CH:6][CH:7]=1.Cl. No catalyst specified. The product is [F:1][C:2]1[CH:3]=[C:4]([C:8]2([CH2:28][CH2:29][N:30]3[C@H:31]4[CH2:37][CH2:36][C@@H:35]3[CH2:34][CH:33]([N:38]3[C:42]5[CH:43]=[CH:44][CH:45]=[CH:46][C:41]=5[N:40]=[C:39]3[CH3:47])[CH2:32]4)[CH2:13][CH2:12][N:11]([C:14]([C@@H:16]([NH2:20])[CH:17]([CH3:18])[CH3:19])=[O:15])[CH2:10][CH2:9]2)[CH:5]=[CH:6][CH:7]=1. The yield is 0.990. (8) The product is [N:3]1[CH:4]=[CH:6][C:51]([C:59]2[CH:60]=[C:61]([NH:65][C:23]([C:18]3[C:19](=[O:22])[O:20][C:21]4[C:16]([CH:17]=3)=[CH:15][CH:14]=[CH:13][C:12]=4[O:11][CH3:10])=[O:25])[CH:62]=[CH:63][CH:64]=2)=[CH:9][CH:7]=1. The catalyst is CN(C=O)C. The yield is 0.760. The reactants are CC[N:3]([CH:7]([CH3:9])C)[CH:4]([CH3:6])C.[CH3:10][O:11][C:12]1[CH:13]=[CH:14][CH:15]=[C:16]2[C:21]=1[O:20][C:19](=[O:22])[C:18]([C:23]([OH:25])=O)=[CH:17]2.CN(C(ON1N=NC2C=CC=NC1=2)=[N+](C)C)C.F[P-](F)(F)(F)(F)F.N1[C:51]([C:59]2[CH:60]=[C:61]([NH2:65])[CH:62]=[CH:63][CH:64]=2)=CN2C=CC=CC=12. (9) The reactants are [NH2:1]/[C:2](/OCC)=[CH:3]\[C:4](=O)[C:5]([F:8])([F:7])[F:6].S(O)(O)(=O)=O.[CH3:18][NH:19][NH2:20]. No catalyst specified. The product is [CH3:18][N:19]1[C:4]([C:5]([F:8])([F:7])[F:6])=[CH:3][C:2]([NH2:1])=[N:20]1. The yield is 0.230. (10) The reactants are [S:1]1[C:5]2[CH:6]=[CH:7][CH:8]=[CH:9][C:4]=2[N:3]=[C:2]1[C:10]1[CH:23]=[C:22]([O:24][CH3:25])[C:13]([O:14][CH2:15][CH2:16][CH2:17][CH2:18][CH2:19][CH2:20][OH:21])=[C:12]([O:26][CH3:27])[CH:11]=1.[C:28](O)(=[O:32])[C:29]([CH3:31])=[CH2:30].C1(C)C=CC(S(O)(=O)=O)=CC=1.C1(C=CC(O)=CC=1)O. The catalyst is C1(C)C=CC=CC=1. The product is [S:1]1[C:5]2[CH:6]=[CH:7][CH:8]=[CH:9][C:4]=2[N:3]=[C:2]1[C:10]1[CH:11]=[C:12]([O:26][CH3:27])[C:13]([O:14][CH2:15][CH2:16][CH2:17][CH2:18][CH2:19][CH2:20][O:21][C:28](=[O:32])[C:29]([CH3:31])=[CH2:30])=[C:22]([O:24][CH3:25])[CH:23]=1. The yield is 0.671.